From a dataset of Full USPTO retrosynthesis dataset with 1.9M reactions from patents (1976-2016). Predict the reactants needed to synthesize the given product. (1) Given the product [CH2:36]([NH:7][CH2:8][C:9]1[CH:10]=[N:11][CH:12]=[C:13]([C:16]2[CH:17]=[C:18]3[C:22](=[CH:23][CH:24]=2)[NH:21][N:20]=[C:19]3[C:31]2[NH:35][N:34]=[N:33][N:32]=2)[C:14]=1[CH3:15])[CH3:37], predict the reactants needed to synthesize it. The reactants are: C(OC(=O)[N:7]([CH2:36][CH3:37])[CH2:8][C:9]1[CH:10]=[N:11][CH:12]=[C:13]([C:16]2[CH:17]=[C:18]3[C:22](=[CH:23][CH:24]=2)[N:21](C2CCCCO2)[N:20]=[C:19]3[C:31]2[NH:35][N:34]=[N:33][N:32]=2)[C:14]=1[CH3:15])(C)(C)C.C([SiH](CC)CC)C.FC(F)(F)C(O)=O. (2) Given the product [CH3:14][O:13][C:12]1[C:7]2[N:6]=[N:5][NH:4][C:8]=2[CH:9]=[CH:10][C:11]=1[C:15]([OH:17])=[O:16], predict the reactants needed to synthesize it. The reactants are: C([N:4]1[C:8]2[CH:9]=[CH:10][C:11]([C:15]([O:17]C)=[O:16])=[C:12]([O:13][CH3:14])[C:7]=2[N:6]=[N:5]1)(=O)C.[OH-].[Na+]. (3) Given the product [CH2:2]([CH:3]([O:6][C:10]1[C:19]2[C:14](=[C:15]([C:20]3[C:21]([CH3:28])=[CH:22][C:23]([CH3:27])=[CH:24][C:25]=3[CH3:26])[CH:16]=[CH:17][CH:18]=2)[N:13]=[C:12]([CH3:29])[CH:11]=1)[CH2:4][CH3:5])[CH3:1], predict the reactants needed to synthesize it. The reactants are: [CH3:1][CH2:2][CH:3]([OH:6])[CH2:4][CH3:5].[H-].[Na+].Cl[C:10]1[C:19]2[C:14](=[C:15]([C:20]3[C:25]([CH3:26])=[CH:24][C:23]([CH3:27])=[CH:22][C:21]=3[CH3:28])[CH:16]=[CH:17][CH:18]=2)[N:13]=[C:12]([CH3:29])[CH:11]=1.CS(C)=O. (4) The reactants are: [NH:1]1[C:5]2[CH:6]=[CH:7][C:8]([NH2:10])=[CH:9][C:4]=2[N:3]=[CH:2]1.[F:11][C:12]1([F:25])[CH2:16][CH2:15][N:14]([C:17]2[CH:24]=[CH:23][C:20]([CH:21]=O)=[CH:19][CH:18]=2)[CH2:13]1.[C:26](OC(C)(C)C)(=[O:31])[CH2:27][C:28]([O-])=[O:29].C(=O)(OC)OC(C)(C)C[N+]#[C-].CC(C)([O-])C.[Na+]. Given the product [NH:1]1[C:5]2[CH:6]=[CH:7][C:8]([N:10]3[CH:21]([C:20]4[CH:23]=[CH:24][C:17]([N:14]5[CH2:15][CH2:16][C:12]([F:25])([F:11])[CH2:13]5)=[CH:18][CH:19]=4)[C:28](=[O:29])[CH2:27][C:26]3=[O:31])=[CH:9][C:4]=2[N:3]=[CH:2]1, predict the reactants needed to synthesize it.